This data is from Forward reaction prediction with 1.9M reactions from USPTO patents (1976-2016). The task is: Predict the product of the given reaction. (1) Given the reactants [CH:1]([C:4]1[CH:5]=[C:6]2[C:11](=[C:12]([C:14]3[CH:15]=[C:16]([CH:20]([CH2:24][C:25]4[CH:30]=[CH:29][C:28]([S:31]([CH3:34])(=[O:33])=[O:32])=[CH:27][CH:26]=4)[C:21](O)=[O:22])[CH:17]=[CH:18][CH:19]=3)[CH:13]=1)[N:10]=[CH:9][CH:8]=[CH:7]2)([CH3:3])[CH3:2].CCN=C=NCCCN(C)C.[CH:46]([NH2:49])([CH3:48])[CH3:47], predict the reaction product. The product is: [CH:46]([NH:49][C:21](=[O:22])[CH:20]([C:16]1[CH:17]=[CH:18][CH:19]=[C:14]([C:12]2[CH:13]=[C:4]([CH:1]([CH3:2])[CH3:3])[CH:5]=[C:6]3[C:11]=2[N:10]=[CH:9][CH:8]=[CH:7]3)[CH:15]=1)[CH2:24][C:25]1[CH:30]=[CH:29][C:28]([S:31]([CH3:34])(=[O:33])=[O:32])=[CH:27][CH:26]=1)([CH3:48])[CH3:47]. (2) Given the reactants Br[C:2]1[N:7]=[C:6]([N:8]([C:15]2[CH:20]=[CH:19][CH:18]=[C:17]([Br:21])[N:16]=2)[C:9]2[CH:14]=[CH:13][CH:12]=[CH:11][CH:10]=2)[CH:5]=[CH:4][CH:3]=1.[C:22]1(B(O)O)[CH:27]=[CH:26][CH:25]=[CH:24][CH:23]=1.C(=O)([O-])[O-].[K+].[K+].C(COC)OC, predict the reaction product. The product is: [Br:21][C:17]1[N:16]=[C:15]([N:8]([C:9]2[CH:14]=[CH:13][CH:12]=[CH:11][CH:10]=2)[C:6]2[CH:5]=[CH:4][CH:3]=[C:2]([C:22]3[CH:27]=[CH:26][CH:25]=[CH:24][CH:23]=3)[N:7]=2)[CH:20]=[CH:19][CH:18]=1. (3) Given the reactants ClC(Cl)(Cl)C([N:5]1[CH2:10][CH2:9][N:8]([C:11]2[CH:16]=[C:15]([S:17]([N:20]3[C:28]4[C:23](=[CH:24][CH:25]=[C:26]([F:29])[CH:27]=4)[C:22]([CH:30]([F:32])[F:31])=[CH:21]3)(=[O:19])=[O:18])[CH:14]=[CH:13][C:12]=2[O:33][CH3:34])[CH2:7][CH2:6]1)=O.[OH-].[K+], predict the reaction product. The product is: [F:32][CH:30]([F:31])[C:22]1[C:23]2[C:28](=[CH:27][C:26]([F:29])=[CH:25][CH:24]=2)[N:20]([S:17]([C:15]2[CH:14]=[CH:13][C:12]([O:33][CH3:34])=[C:11]([N:8]3[CH2:9][CH2:10][NH:5][CH2:6][CH2:7]3)[CH:16]=2)(=[O:19])=[O:18])[CH:21]=1. (4) Given the reactants C([O:3][C:4](=[O:40])[CH2:5][CH2:6][CH2:7][O:8][C:9]1[CH:14]=[CH:13][C:12]([C:15]([N:17]2[C:26]3[C:21](=[CH:22][CH:23]=[CH:24][CH:25]=3)[C@@H:20]([C:27](=[O:38])[N:28]([C:31]3[CH:36]=[CH:35][C:34]([Cl:37])=[CH:33][CH:32]=3)[CH2:29][CH3:30])[CH2:19][C@@H:18]2[CH3:39])=[O:16])=[CH:11][CH:10]=1)C.[OH-].[Li+].C(O)C, predict the reaction product. The product is: [Cl:37][C:34]1[CH:35]=[CH:36][C:31]([N:28]([CH2:29][CH3:30])[C:27]([C@@H:20]2[C:21]3[C:26](=[CH:25][CH:24]=[CH:23][CH:22]=3)[N:17]([C:15]([C:12]3[CH:11]=[CH:10][C:9]([O:8][CH2:7][CH2:6][CH2:5][C:4]([OH:40])=[O:3])=[CH:14][CH:13]=3)=[O:16])[C@@H:18]([CH3:39])[CH2:19]2)=[O:38])=[CH:32][CH:33]=1.[Cl:37][C:34]1[CH:35]=[CH:36][C:31]([N:28]([CH2:29][CH3:30])[C:27]([C@H:20]2[C:21]3[C:26](=[CH:25][CH:24]=[CH:23][CH:22]=3)[N:17]([C:15]([C:12]3[CH:11]=[CH:10][C:9]([O:8][CH2:7][CH2:6][CH2:5][C:4]([OH:40])=[O:3])=[CH:14][CH:13]=3)=[O:16])[C@@H:18]([CH3:39])[CH2:19]2)=[O:38])=[CH:32][CH:33]=1. (5) Given the reactants [CH3:1][C:2]1[NH:3][C:4]2[C:5](=[O:14])[CH2:6][CH2:7][CH2:8][C:9]=2[C:10]=1[C:11]([OH:13])=O.[N:15]1([CH2:20][CH2:21][NH2:22])[CH2:19][CH2:18][CH2:17][CH2:16]1, predict the reaction product. The product is: [CH3:1][C:2]1[NH:3][C:4]2[C:5](=[O:14])[CH2:6][CH2:7][CH2:8][C:9]=2[C:10]=1[C:11]([NH:22][CH2:21][CH2:20][N:15]1[CH2:19][CH2:18][CH2:17][CH2:16]1)=[O:13]. (6) Given the reactants [NH4+].[Cl-].[In].[CH2:4]([C:6]1[CH:15]=[N:14][C:13]2[C:8](=[CH:9][CH:10]=[CH:11][CH:12]=2)[N:7]=1)[CH3:5], predict the reaction product. The product is: [CH2:4]([CH:6]1[CH2:15][NH:14][C:13]2[C:8](=[CH:9][CH:10]=[CH:11][CH:12]=2)[NH:7]1)[CH3:5]. (7) The product is: [C:20]([Si:17]([CH3:19])([CH3:18])[O:16][CH2:15][CH:14]([NH:13][C:12]([NH2:33])=[NH:11])[C:24]([CH3:32])([CH3:31])[O:25][SiH2:26][C:27]([CH3:28])([CH3:29])[CH3:30])([CH3:21])([CH3:22])[CH3:23]. Given the reactants C(OC([NH:11][C:12]([NH:33]C(OCC1C=CC=CC=1)=O)=[N:13][CH:14]([C:24]([CH3:32])([CH3:31])[O:25][SiH2:26][C:27]([CH3:30])([CH3:29])[CH3:28])[CH2:15][O:16][Si:17]([C:20]([CH3:23])([CH3:22])[CH3:21])([CH3:19])[CH3:18])=O)C1C=CC=CC=1, predict the reaction product. (8) The product is: [CH3:1][O:2][C:3]1[CH:4]=[C:5]2[C:10](=[CH:11][C:12]=1[O:13][CH3:14])[N:9]=[CH:8][CH:7]=[C:6]2[O:15][C:16]1[CH:22]=[CH:21][C:19]([NH:20][C:38](=[O:40])[O:54][CH:52]([C:51]2[CH:55]=[CH:56][CH:57]=[CH:58][C:50]=2[F:49])[CH3:53])=[CH:18][CH:17]=1. Given the reactants [CH3:1][O:2][C:3]1[CH:4]=[C:5]2[C:10](=[CH:11][C:12]=1[O:13][CH3:14])[N:9]=[CH:8][CH:7]=[C:6]2[O:15][C:16]1[CH:22]=[CH:21][C:19]([NH2:20])=[CH:18][CH:17]=1.C1(C)C=CC=CC=1.C(N(CC)CC)C.Cl[C:38](Cl)([O:40]C(=O)OC(Cl)(Cl)Cl)Cl.[F:49][C:50]1[CH:58]=[CH:57][CH:56]=[CH:55][C:51]=1[CH:52]([OH:54])[CH3:53], predict the reaction product.